From a dataset of Forward reaction prediction with 1.9M reactions from USPTO patents (1976-2016). Predict the product of the given reaction. (1) Given the reactants Cl.CN(C)CCCN=C=NCC.[C:13]([O:17][C:18](=[O:35])[NH:19][C@@H:20]([C@H:28]1[CH2:33][CH2:32][C@@H:31]([NH2:34])[CH2:30][CH2:29]1)[C:21](=[O:27])[N:22]1[CH2:26][CH2:25][CH2:24][CH2:23]1)([CH3:16])([CH3:15])[CH3:14].[C:36](O)(=[O:47])[CH2:37][NH:38][C:39]([C:41]1[CH:46]=[CH:45][CH:44]=[CH:43][CH:42]=1)=[O:40].OC1C2N=NNC=2C=CC=1, predict the reaction product. The product is: [C:13]([O:17][C:18](=[O:35])[NH:19][C@@H:20]([C@H:28]1[CH2:33][CH2:32][C@H:31]([NH:34][C:36](=[O:47])[CH2:37][NH:38][C:39](=[O:40])[C:41]2[CH:42]=[CH:43][CH:44]=[CH:45][CH:46]=2)[CH2:30][CH2:29]1)[C:21](=[O:27])[N:22]1[CH2:23][CH2:24][CH2:25][CH2:26]1)([CH3:16])([CH3:14])[CH3:15]. (2) Given the reactants FC1C=C2C(C=CN2)=CC=1C#N.[Cl:13][C:14]1[CH:15]=[C:16]([N:25]2[C:33]3[C:28](=[CH:29][C:30]([C:35]#[N:36])=[C:31]([F:34])[CH:32]=3)[C:27]([CH3:37])=N2)[CH:17]=[N:18][C:19]=1[O:20][CH2:21][CH:22]([CH3:24])[CH3:23].CNCCNC.C([O-])([O-])=O.[K+].[K+], predict the reaction product. The product is: [Cl:13][C:14]1[CH:15]=[C:16]([N:25]2[C:33]3[C:28](=[CH:29][C:30]([C:35]#[N:36])=[C:31]([F:34])[CH:32]=3)[CH:27]=[CH:37]2)[CH:17]=[N:18][C:19]=1[O:20][CH2:21][CH:22]([CH3:24])[CH3:23]. (3) Given the reactants [Cl:1][C:2]1[CH:7]=[C:6](Cl)[N:5]=[C:4]([NH2:9])[N:3]=1.N#N.[F:12][C:13]1[CH:18]=[CH:17][CH:16]=[CH:15][C:14]=1B(O)O.C(=O)([O-])[O-].[Na+].[Na+], predict the reaction product. The product is: [Cl:1][C:2]1[CH:7]=[C:6]([C:14]2[CH:15]=[CH:16][CH:17]=[CH:18][C:13]=2[F:12])[N:5]=[C:4]([NH2:9])[N:3]=1. (4) Given the reactants [CH3:1][C:2]1[N:6]([CH2:7][CH2:8][CH2:9][NH2:10])[CH:5]=[N:4][CH:3]=1.[N:11]([C:14]1[CH:19]=[CH:18][C:17]([O:20][CH2:21][CH3:22])=[CH:16][CH:15]=1)=[C:12]=[S:13], predict the reaction product. The product is: [CH2:21]([O:20][C:17]1[CH:18]=[CH:19][C:14]([NH:11][C:12]([NH:10][CH2:9][CH2:8][CH2:7][N:6]2[C:2]([CH3:1])=[CH:3][N:4]=[CH:5]2)=[S:13])=[CH:15][CH:16]=1)[CH3:22]. (5) Given the reactants Cl[C:2]1[C:3]([C:12]([O:14]C)=O)=[N:4][CH:5]=[C:6]([C:8]([F:11])([F:10])[F:9])[CH:7]=1.[C:16]([O:20][CH3:21])(=[O:19])[CH2:17][SH:18].CC(C)([O-])C.[Na+].Cl, predict the reaction product. The product is: [OH:14][C:12]1[C:3]2=[N:4][CH:5]=[C:6]([C:8]([F:9])([F:10])[F:11])[CH:7]=[C:2]2[S:18][C:17]=1[C:16]([O:20][CH3:21])=[O:19]. (6) Given the reactants [C:1]([Si:5]([CH3:14])([CH3:13])[O:6][C@H:7]1[CH2:11][C@@H:10]([OH:12])[CH:9]=[CH:8]1)([CH3:4])([CH3:3])[CH3:2], predict the reaction product. The product is: [C:1]([Si:5]([CH3:14])([CH3:13])[O:6][C@@H:7]1[CH2:8][CH2:9][C@H:10]([OH:12])[CH2:11]1)([CH3:4])([CH3:3])[CH3:2]. (7) Given the reactants [CH2:1]([NH:8][CH2:9][C:10]([O:12][CH3:13])=[O:11])[C:2]1[CH:7]=[CH:6][CH:5]=[CH:4][CH:3]=1.C([O-])([O-])=O.[K+].[K+].[CH2:20](Br)[CH:21]=[CH2:22], predict the reaction product. The product is: [CH2:22]([N:8]([CH2:1][C:2]1[CH:7]=[CH:6][CH:5]=[CH:4][CH:3]=1)[CH2:9][C:10]([O:12][CH3:13])=[O:11])[CH:21]=[CH2:20].